From a dataset of Forward reaction prediction with 1.9M reactions from USPTO patents (1976-2016). Predict the product of the given reaction. (1) Given the reactants [CH2:1]([C@@:8]1([O:15][C@H:14]([CH:16]([CH2:18][C:19]2[CH:24]=[CH:23][CH:22]=[CH:21][CH:20]=2)[OH:17])[C@@:12]([CH2:25][C:26]2[CH:31]=[CH:30][CH:29]=[CH:28][CH:27]=2)([OH:13])[C@H:10]1[OH:11])[OH:9])[C:2]1[CH:7]=[CH:6][CH:5]=[CH:4][CH:3]=1.[C:32](OC(=O)C)(=[O:34])[CH3:33], predict the reaction product. The product is: [CH2:1]([C@@:8]1([O:15][C@H:14]([CH:16]([CH2:18][C:19]2[CH:20]=[CH:21][CH:22]=[CH:23][CH:24]=2)[OH:17])[C@:12]([CH2:25][C:26]2[CH:31]=[CH:30][CH:29]=[CH:28][CH:27]=2)([OH:13])[C@@:10]1([C:32](=[O:34])[CH3:33])[OH:11])[OH:9])[C:2]1[CH:3]=[CH:4][CH:5]=[CH:6][CH:7]=1. (2) Given the reactants BrC1C=CC(N=C=S)=CC=1.[Br:11][C:12]1[CH:17]=[CH:16][C:15]([NH:18][C:19]2[O:20][C:21]3[CH:27]=[CH:26][C:25]([Cl:28])=[CH:24][C:22]=3[N:23]=2)=[CH:14][CH:13]=1.NC1C=C(Cl)C=CC=1O.O=O.[K+].O, predict the reaction product. The product is: [Br:11][C:12]1[CH:13]=[CH:14][C:15]([NH:18][C:19]2[O:20][C:21]3[CH:27]=[CH:26][C:25]([Cl:28])=[CH:24][C:22]=3[N:23]=2)=[CH:16][CH:17]=1. (3) Given the reactants C[Si](C)(C)[C:3]#[C:4][C:5]([O:12][CH2:13][CH3:14])([O:9][CH2:10][CH3:11])[O:6][CH2:7][CH3:8].C([O-])([O-])=O.[K+].[K+], predict the reaction product. The product is: [CH2:13]([O:12][C:5]([O:6][CH2:7][CH3:8])([O:9][CH2:10][CH3:11])[C:4]#[CH:3])[CH3:14]. (4) Given the reactants [CH3:1][O:2][C:3]1[CH:16]=[C:15]([O:17][CH3:18])[CH:14]=[CH:13][C:4]=1[CH2:5][NH:6][C:7]1[CH:12]=[CH:11][N:10]=[CH:9][N:8]=1.[Cl:19][C:20]1[C:21]([F:31])=[CH:22][C:23]([F:30])=[C:24]([S:26](Cl)(=[O:28])=[O:27])[CH:25]=1.N12CCN(CC1)CC2, predict the reaction product. The product is: [Cl:19][C:20]1[C:21]([F:31])=[CH:22][C:23]([F:30])=[C:24]([S:26]([N:6]([CH2:5][C:4]2[CH:13]=[CH:14][C:15]([O:17][CH3:18])=[CH:16][C:3]=2[O:2][CH3:1])[C:7]2[CH:12]=[CH:11][N:10]=[CH:9][N:8]=2)(=[O:28])=[O:27])[CH:25]=1. (5) The product is: [O:24]=[C:9]1[NH:10][C@@:11]2([C:19]3[C:14](=[CH:15][CH:16]=[CH:17][CH:18]=3)[CH2:13][CH2:12]2)[C:20](=[O:21])[N:8]1[CH2:7][C:6]([O:5][C:1]([CH3:3])([CH3:4])[CH3:2])=[O:25]. Given the reactants [C:1]([O:5][C:6](=[O:25])[CH2:7][NH:8][C:9](=[O:24])[NH:10][C@:11]1([C:20](OC)=[O:21])[C:19]2[C:14](=[CH:15][CH:16]=[CH:17][CH:18]=2)[CH2:13][CH2:12]1)([CH3:4])([CH3:3])[CH3:2].[Li+].[OH-], predict the reaction product. (6) Given the reactants [C:12]([O:11][C:9](O[C:9]([O:11][C:12]([CH3:15])([CH3:14])[CH3:13])=[O:10])=[O:10])([CH3:15])([CH3:14])[CH3:13].[NH2:16][CH2:17][CH2:18][CH2:19][CH2:20][CH2:21][CH2:22][CH2:23][CH2:24][CH2:25][CH:26]=[CH2:27], predict the reaction product. The product is: [C:12]([O:11][C:9]([NH:16][CH2:17][CH2:18][CH2:19][CH2:20][CH2:21][CH2:22][CH2:23][CH2:24][CH2:25][CH:26]=[CH2:27])=[O:10])([CH3:13])([CH3:14])[CH3:15]. (7) Given the reactants [NH2:1][C:2]1[CH:7]=[CH:6][C:5]([CH2:8][CH2:9][CH2:10][C:11]([NH:13][CH3:14])=[O:12])=[C:4]([F:15])[CH:3]=1.[C:16]1(=O)[CH2:19][CH2:18][CH2:17]1.C[Si]([C:25]#[N:26])(C)C, predict the reaction product. The product is: [C:25]([C:16]1([NH:1][C:2]2[CH:7]=[CH:6][C:5]([CH2:8][CH2:9][CH2:10][C:11]([NH:13][CH3:14])=[O:12])=[C:4]([F:15])[CH:3]=2)[CH2:19][CH2:18][CH2:17]1)#[N:26]. (8) Given the reactants [CH3:1][C:2]([O:5][C:6]([N:8]1[CH2:13][CH2:12][CH:11]([C:14]2[CH:19]=[CH:18][C:17]([N:20]3[CH2:24][C@H:23]([CH2:25][NH2:26])[O:22][C:21]3=[O:27])=[CH:16][C:15]=2[F:28])[CH2:10][CH2:9]1)=[O:7])([CH3:4])[CH3:3].C(N(CC)CC)C.[Cl:36][CH:37]([Cl:41])[C:38](Cl)=[O:39], predict the reaction product. The product is: [CH3:4][C:2]([O:5][C:6]([N:8]1[CH2:9][CH2:10][CH:11]([C:14]2[CH:19]=[CH:18][C:17]([N:20]3[CH2:24][C@H:23]([CH2:25][NH:26][C:38](=[O:39])[CH:37]([Cl:41])[Cl:36])[O:22][C:21]3=[O:27])=[CH:16][C:15]=2[F:28])[CH2:12][CH2:13]1)=[O:7])([CH3:1])[CH3:3]. (9) Given the reactants Br[C:2]1[N:20]=[C:5]2[C:6]([C:13]3[CH:18]=[CH:17][C:16]([Cl:19])=[CH:15][CH:14]=3)=[CH:7][C:8]([CH:10]3[CH2:12][CH2:11]3)=[CH:9][N:4]2[N:3]=1.[CH3:21][O:22][C:23]1[CH:24]=[C:25]([NH2:35])[CH:26]=[CH:27][C:28]=1[N:29]1[CH:33]=[C:32]([CH3:34])[N:31]=[CH:30]1.[O-]C1C=CC=CC=1.[Na+].C(Cl)(Cl)Cl.CC1(C)C2C(=C(P(C3C=CC=CC=3)C3C=CC=CC=3)C=CC=2)OC2C(P(C3C=CC=CC=3)C3C=CC=CC=3)=CC=CC1=2, predict the reaction product. The product is: [Cl:19][C:16]1[CH:17]=[CH:18][C:13]([C:6]2[C:5]3[N:4]([N:3]=[C:2]([NH:35][C:25]4[CH:26]=[CH:27][C:28]([N:29]5[CH:33]=[C:32]([CH3:34])[N:31]=[CH:30]5)=[C:23]([O:22][CH3:21])[CH:24]=4)[N:20]=3)[CH:9]=[C:8]([CH:10]3[CH2:12][CH2:11]3)[CH:7]=2)=[CH:14][CH:15]=1. (10) Given the reactants [CH2:1]([O:3][C:4]([C@@H:6]1[C@@H:10]([CH2:11][CH2:12][C:13]2[CH:18]=[CH:17][CH:16]=[CH:15][CH:14]=2)[CH2:9][N:8](CC2C=CC=CC=2)[CH2:7]1)=[O:5])[CH3:2].C(O[C:31](=[O:37])[O:32][C:33]([CH3:36])([CH3:35])[CH3:34])(C)(C)C, predict the reaction product. The product is: [CH2:1]([O:3][C:4]([C@@H:6]1[C@@H:10]([CH2:11][CH2:12][C:13]2[CH:18]=[CH:17][CH:16]=[CH:15][CH:14]=2)[CH2:9][N:8]([C:31]([O:32][C:33]([CH3:34])([CH3:35])[CH3:36])=[O:37])[CH2:7]1)=[O:5])[CH3:2].